This data is from Reaction yield outcomes from USPTO patents with 853,638 reactions. The task is: Predict the reaction yield, written as a fraction of the theoretical maximum amount of product (1.0 means a 100% yield; for example, 0.34 means a 34% yield). (1) The reactants are [C:1]([NH:4][CH2:5][CH:6]1[O:10][C:9](=[O:11])[N:8]([C:12]2[CH:17]=[CH:16][C:15]([C:18]3[CH:23]=[CH:22][C:21]([CH2:24]OS(C)(=O)=O)=[CH:20][CH:19]=3)=[C:14]([F:30])[CH:13]=2)[CH2:7]1)(=[O:3])[CH3:2].[N-:31]=[N+:32]=[N-:33].[Na+].O. The catalyst is CN(C)C=O. The product is [N:31]([CH2:24][C:21]1[CH:20]=[CH:19][C:18]([C:15]2[CH:16]=[CH:17][C:12]([N:8]3[CH2:7][CH:6]([CH2:5][NH:4][C:1](=[O:3])[CH3:2])[O:10][C:9]3=[O:11])=[CH:13][C:14]=2[F:30])=[CH:23][CH:22]=1)=[N+:32]=[N-:33]. The yield is 0.880. (2) The reactants are [CH:1]([C:3]1[O:4][C:5]([C:8]([OH:10])=[O:9])=[CH:6][CH:7]=1)=O.Cl.[NH2:12]O.C(OC(=O)C)(=O)C.Cl. The catalyst is O.N1C=CC=CC=1. The product is [C:1]([C:3]1[O:4][C:5]([C:8]([OH:10])=[O:9])=[CH:6][CH:7]=1)#[N:12]. The yield is 0.460. (3) The reactants are [F:1][C:2]1[CH:10]=[C:9]([F:11])[CH:8]=[C:7]([F:12])[C:3]=1[C:4](Cl)=[O:5].[Al+3].[Cl-].[Cl-].[Cl-].[NH:17]1[CH:21]=[CH:20][CH:19]=[C:18]1[C:22]([OH:24])=[O:23].Cl. The catalyst is ClCCl. The product is [F:1][C:2]1[CH:10]=[C:9]([F:11])[CH:8]=[C:7]([F:12])[C:3]=1[C:4]([C:20]1[CH:19]=[C:18]([C:22]([OH:24])=[O:23])[NH:17][CH:21]=1)=[O:5]. The yield is 0.970.